Dataset: TCR-epitope binding with 47,182 pairs between 192 epitopes and 23,139 TCRs. Task: Binary Classification. Given a T-cell receptor sequence (or CDR3 region) and an epitope sequence, predict whether binding occurs between them. (1) The epitope is FTYASALWEI. Result: 0 (the TCR does not bind to the epitope). The TCR CDR3 sequence is CASSLPEVGDEKLFF. (2) The epitope is RLRPGGKKK. The TCR CDR3 sequence is CASSDGLQGNTEAFF. Result: 0 (the TCR does not bind to the epitope). (3) The epitope is TLDSKTQSL. The TCR CDR3 sequence is CASSHQQGKVQPQHF. Result: 0 (the TCR does not bind to the epitope). (4) The epitope is VLQAVGACV. The TCR CDR3 sequence is CASSLDPLAGEQFF. Result: 1 (the TCR binds to the epitope). (5) The epitope is LLFGYPVYV. The TCR CDR3 sequence is CASSPTGYSTDTQYF. Result: 0 (the TCR does not bind to the epitope).